Dataset: Peptide-MHC class I binding affinity with 185,985 pairs from IEDB/IMGT. Task: Regression. Given a peptide amino acid sequence and an MHC pseudo amino acid sequence, predict their binding affinity value. This is MHC class I binding data. (1) The peptide sequence is EVADRILFM. The MHC is HLA-A26:02 with pseudo-sequence HLA-A26:02. The binding affinity (normalized) is 1.00. (2) The peptide sequence is RRNRKALWL. The MHC is HLA-A68:02 with pseudo-sequence HLA-A68:02. The binding affinity (normalized) is 0.0847. (3) The peptide sequence is PLPSLEYGA. The MHC is HLA-A02:03 with pseudo-sequence HLA-A02:03. The binding affinity (normalized) is 0.0899.